From a dataset of TCR-epitope binding with 47,182 pairs between 192 epitopes and 23,139 TCRs. Binary Classification. Given a T-cell receptor sequence (or CDR3 region) and an epitope sequence, predict whether binding occurs between them. (1) The epitope is KPLEFGATSAAL. The TCR CDR3 sequence is CASSEVGSSYEQYF. Result: 1 (the TCR binds to the epitope). (2) The epitope is KAFSPEVIPMF. The TCR CDR3 sequence is CSAREKGSQETQYF. Result: 1 (the TCR binds to the epitope). (3) The epitope is KLWAQCVQL. The TCR CDR3 sequence is CASSPQNTGELFF. Result: 1 (the TCR binds to the epitope). (4) The epitope is LPRRSGAAGA. The TCR CDR3 sequence is CASSDGDEENIQYF. Result: 1 (the TCR binds to the epitope). (5) The epitope is GTSGSPIIDK. The TCR CDR3 sequence is CASSVGDEQYF. Result: 1 (the TCR binds to the epitope). (6) The epitope is GMFNMLSTVLGVS. The TCR CDR3 sequence is CASTRQNSNQPQHF. Result: 0 (the TCR does not bind to the epitope). (7) The epitope is TPQDLNTML. The TCR CDR3 sequence is CASSLEIGTGNSPLHF. Result: 1 (the TCR binds to the epitope). (8) The epitope is KRWIILGLNK. The TCR CDR3 sequence is CASSLMGGAHYGYTF. Result: 0 (the TCR does not bind to the epitope). (9) The epitope is RLRPGGKKK. The TCR CDR3 sequence is CASSLAPSYEQYF. Result: 0 (the TCR does not bind to the epitope). (10) Result: 0 (the TCR does not bind to the epitope). The TCR CDR3 sequence is CASSYVPTGYNEQFF. The epitope is IPRRNVATL.